Dataset: HIV replication inhibition screening data with 41,000+ compounds from the AIDS Antiviral Screen. Task: Binary Classification. Given a drug SMILES string, predict its activity (active/inactive) in a high-throughput screening assay against a specified biological target. (1) The result is 0 (inactive). The molecule is CCOC(=O)NC(C(=O)OCC)(N1CCN(c2cc3c(cc2F)c(=O)c(C(=O)O)cn3CC)CC1)C(F)(F)F. (2) The molecule is O=c1oc2c(ccc3c(O)cccc32)c2c1CCCC2. The result is 0 (inactive). (3) The drug is CNC(=O)c1ccccc1[Se][Se]c1ccccc1C(=O)NC. The result is 1 (active). (4) The drug is Fc1cccc(C=[N+]2N=C(c3ccncc3)[OH+][Ni-2]23[OH+]C(c2ccncc2)=N[N+]3=Cc2cccc(F)c2)c1. The result is 0 (inactive). (5) The molecule is O=C1NC(=O)c2c3ccc(c21)CCc1ccc(c2c1C(=O)NC2=O)CC3. The result is 0 (inactive). (6) The drug is C=C1C(=O)OC2C=C(C)CC(O)C=C(CO)CC(OC(=O)C(C)=CC)C12. The result is 0 (inactive). (7) The molecule is CC1=NN(C(=O)Cc2ccccc2)C(=O)C1=CC=Cc1ccccc1. The result is 0 (inactive).